From a dataset of Forward reaction prediction with 1.9M reactions from USPTO patents (1976-2016). Predict the product of the given reaction. (1) Given the reactants [F:1][C:2]1[CH:3]=[C:4]2[C:9](=[CH:10][C:11]=1[O:12][CH3:13])[C:8](=[O:14])[NH:7][CH:6]=[CH:5]2, predict the reaction product. The product is: [F:1][C:2]1[CH:3]=[C:4]2[C:9](=[CH:10][C:11]=1[O:12][CH3:13])[C:8](=[O:14])[NH:7][CH2:6][CH2:5]2. (2) The product is: [CH:24]1([C:23]#[C:22][C:21]2([C:27]([F:30])([F:28])[F:29])[O:5][C:6](=[O:32])[NH:7][C:8]3[CH:13]=[CH:12][C:11]([O:14][CH2:15][O:16][CH2:17][CH2:18][O:19][CH3:20])=[CH:10][C:9]2=3)[CH2:26][CH2:25]1. Given the reactants C([O:5][C:6](=[O:32])[NH:7][C:8]1[CH:13]=[CH:12][C:11]([O:14][CH2:15][O:16][CH2:17][CH2:18][O:19][CH3:20])=[CH:10][C:9]=1[C:21](O)([C:27]([F:30])([F:29])[F:28])[C:22]#[C:23][CH:24]1[CH2:26][CH2:25]1)(C)(C)C.C([Li])CCC, predict the reaction product. (3) The product is: [CH:39]1([C:20]2[C:21]([C:23]3[NH:38][C:26]4[CH2:27][NH:28][CH2:29][CH2:30][C:25]=4[N:24]=3)=[CH:22][C:17]([C:15]([N:12]3[CH2:11][CH2:10][CH:9]([C:6]4[CH:7]=[CH:8][C:3]([C:1]#[N:2])=[CH:4][CH:5]=4)[CH2:14][CH2:13]3)=[O:16])=[C:18]([CH3:43])[CH:19]=2)[CH2:40][CH2:41][CH2:42]1. Given the reactants [C:1]([C:3]1[CH:8]=[CH:7][C:6]([CH:9]2[CH2:14][CH2:13][N:12]([C:15]([C:17]3[C:18]([CH3:43])=[CH:19][C:20]([CH:39]4[CH2:42][CH2:41][CH2:40]4)=[C:21]([C:23]4[NH:38][C:26]5[CH2:27][N:28](C(OC(C)(C)C)=O)[CH2:29][CH2:30][C:25]=5[N:24]=4)[CH:22]=3)=[O:16])[CH2:11][CH2:10]2)=[CH:5][CH:4]=1)#[N:2], predict the reaction product. (4) Given the reactants [NH2:1][C:2]1[N:6]=[CH:5][NH:4][N:3]=1.[C:7]([N+:11]#[C-:12])([CH3:10])([CH3:9])[CH3:8].[CH3:13][O:14][C:15]1[CH:22]=[CH:21][CH:20]=[CH:19][C:16]=1[CH:17]=O, predict the reaction product. The product is: [C:7]([NH:11][C:12]1[N:3]2[NH:4][CH:5]=[N:6][C:2]2=[N:1][C:17]=1[C:16]1[CH:19]=[CH:20][CH:21]=[CH:22][C:15]=1[O:14][CH3:13])([CH3:10])([CH3:9])[CH3:8]. (5) Given the reactants Br[C:2]1[CH:30]=[CH:29][C:5]([CH2:6][C:7]2[CH:11]=[C:10]([C:12]3[CH:17]=[CH:16][C:15]([O:18][C:19]([F:22])([F:21])[F:20])=[CH:14][CH:13]=3)[N:9]([CH:23]3[CH2:28][CH2:27][CH2:26][CH2:25][CH2:24]3)[N:8]=2)=[CH:4][CH:3]=1.[CH3:31][N:32](C=O)C, predict the reaction product. The product is: [CH:23]1([N:9]2[C:10]([C:12]3[CH:17]=[CH:16][C:15]([O:18][C:19]([F:22])([F:21])[F:20])=[CH:14][CH:13]=3)=[CH:11][C:7]([CH2:6][C:5]3[CH:29]=[CH:30][C:2]([C:31]#[N:32])=[CH:3][CH:4]=3)=[N:8]2)[CH2:28][CH2:27][CH2:26][CH2:25][CH2:24]1. (6) Given the reactants C([O:4][C@H:5]([CH3:50])[C:6]([N:8]([C@@H:25]([C:30]1[N:31]=[C:32]([C:42]2[CH:47]=[C:46]([F:48])[CH:45]=[CH:44][C:43]=2[F:49])[S:33][C:34]=1[CH2:35][C:36]1[CH:41]=[CH:40][CH:39]=[CH:38][CH:37]=1)[C:26]([CH3:29])([CH3:28])[CH3:27])[CH2:9][CH2:10][C@H:11]([N:14]1C(=O)C2C(=CC=CC=2)C1=O)[CH2:12][F:13])=[O:7])(=O)C.NN, predict the reaction product. The product is: [NH2:14][C@H:11]([CH2:12][F:13])[CH2:10][CH2:9][N:8]([C@@H:25]([C:30]1[N:31]=[C:32]([C:42]2[CH:47]=[C:46]([F:48])[CH:45]=[CH:44][C:43]=2[F:49])[S:33][C:34]=1[CH2:35][C:36]1[CH:41]=[CH:40][CH:39]=[CH:38][CH:37]=1)[C:26]([CH3:28])([CH3:27])[CH3:29])[C:6](=[O:7])[C@@H:5]([OH:4])[CH3:50]. (7) The product is: [C:1]([C:3]1[CH:4]=[C:5]([NH:6][CH2:19][CH2:18][NH:17][C:10](=[O:11])[O:12][C:13]([CH3:16])([CH3:15])[CH3:14])[CH:7]=[CH:8][CH:9]=1)#[CH:2]. Given the reactants [C:1]([C:3]1[CH:4]=[C:5]([CH:7]=[CH:8][CH:9]=1)[NH2:6])#[CH:2].[C:10]([NH:17][CH2:18][CH:19]=O)([O:12][C:13]([CH3:16])([CH3:15])[CH3:14])=[O:11].C(O[BH-](OC(=O)C)OC(=O)C)(=O)C.[Na+].C(=O)([O-])O.[Na+], predict the reaction product.